Dataset: Full USPTO retrosynthesis dataset with 1.9M reactions from patents (1976-2016). Task: Predict the reactants needed to synthesize the given product. Given the product [CH3:1][N:2]1[CH:6]=[C:5]([N+:9]([O-:11])=[O:10])[CH:4]=[C:3]1[CH:7]=[O:8], predict the reactants needed to synthesize it. The reactants are: [CH3:1][N:2]1[CH:6]=[CH:5][CH:4]=[C:3]1[CH:7]=[O:8].[N+:9]([O-])([OH:11])=[O:10].[OH-].[Na+].